This data is from Full USPTO retrosynthesis dataset with 1.9M reactions from patents (1976-2016). The task is: Predict the reactants needed to synthesize the given product. Given the product [CH2:29]([NH:28][C:26](=[O:27])[C:25]1[CH:36]=[CH:37][N:38]=[C:23]([NH:22][C:17](=[O:18])[C:16]2[CH:20]=[CH:21][C:13]([O:12][CH3:11])=[CH:14][CH:15]=2)[CH:24]=1)[C:30]1[CH:35]=[CH:34][CH:33]=[CH:32][CH:31]=1, predict the reactants needed to synthesize it. The reactants are: FC1C=CC=CC=1C(Cl)=O.[CH3:11][O:12][C:13]1[CH:21]=[CH:20][C:16]([C:17](Cl)=[O:18])=[CH:15][CH:14]=1.[NH2:22][C:23]1[CH:24]=[C:25]([CH:36]=[CH:37][N:38]=1)[C:26]([NH:28][CH2:29][C:30]1[CH:35]=[CH:34][CH:33]=[CH:32][CH:31]=1)=[O:27].